From a dataset of Full USPTO retrosynthesis dataset with 1.9M reactions from patents (1976-2016). Predict the reactants needed to synthesize the given product. (1) Given the product [CH2:7]([O:14][C@@:15]1([C:42]([F:44])([F:45])[F:43])[CH2:39][C@H:19]2[CH2:20][CH2:21][CH2:22][C:23]3[C:24](=[CH:25][C:26]4[CH:27]=[N:28][N:29]([C:32]5[CH:33]=[CH:34][C:35]([F:38])=[CH:36][CH:37]=5)[C:30]=4[CH:31]=3)[C@:18]2([CH2:40][NH2:41])[CH2:17][CH2:16]1)[C:8]1[CH:13]=[CH:12][CH:11]=[CH:10][CH:9]=1, predict the reactants needed to synthesize it. The reactants are: [H-].[H-].[H-].[H-].[Li+].[Al+3].[CH2:7]([O:14][C@@:15]1([C:42]([F:45])([F:44])[F:43])[CH2:39][C@H:19]2[CH2:20][CH2:21][CH2:22][C:23]3[C:24](=[CH:25][C:26]4[CH:27]=[N:28][N:29]([C:32]5[CH:37]=[CH:36][C:35]([F:38])=[CH:34][CH:33]=5)[C:30]=4[CH:31]=3)[C@:18]2([C:40]#[N:41])[CH2:17][CH2:16]1)[C:8]1[CH:13]=[CH:12][CH:11]=[CH:10][CH:9]=1. (2) Given the product [CH3:1][O:2][C:3](=[O:26])[CH2:4][CH2:5][N:6]([C:13](=[O:25])[C:14]1[CH:19]=[CH:18][C:17]([NH:20][CH3:21])=[C:16]([NH2:22])[CH:15]=1)[C:7]1[CH:8]=[CH:9][CH:10]=[CH:11][CH:12]=1, predict the reactants needed to synthesize it. The reactants are: [CH3:1][O:2][C:3](=[O:26])[CH2:4][CH2:5][N:6]([C:13](=[O:25])[C:14]1[CH:19]=[CH:18][C:17]([NH:20][CH3:21])=[C:16]([N+:22]([O-])=O)[CH:15]=1)[C:7]1[CH:12]=[CH:11][CH:10]=[CH:9][CH:8]=1.